Dataset: Forward reaction prediction with 1.9M reactions from USPTO patents (1976-2016). Task: Predict the product of the given reaction. (1) Given the reactants Cl.[C:2]([NH:5][C@H:6]([C:8]1[CH:13]=[C:12]([Cl:14])[CH:11]=[CH:10][C:9]=1[CH:15]1[CH2:20][CH2:19][N:18](C(OC(C)(C)C)=O)[CH2:17][CH2:16]1)[CH3:7])(=[O:4])[CH3:3], predict the reaction product. The product is: [ClH:14].[Cl:14][C:12]1[CH:11]=[CH:10][C:9]([CH:15]2[CH2:16][CH2:17][NH:18][CH2:19][CH2:20]2)=[C:8]([C@@H:6]([NH:5][C:2](=[O:4])[CH3:3])[CH3:7])[CH:13]=1. (2) The product is: [CH2:35]([N:34]([CH3:33])[C:8]1[CH:9]=[C:10]([NH:15][C:16]2[CH:21]=[C:20]([N:22]([CH3:24])[CH3:23])[N:19]=[C:18]([N:25]3[CH2:30][C@H:29]([CH3:31])[O:28][C@H:27]([CH3:32])[CH2:26]3)[N:17]=2)[CH:11]=[CH:12][C:13]=1[CH3:14])[C:36]1[CH:41]=[CH:40][CH:39]=[CH:38][CH:37]=1. Given the reactants CC(C)([O-])C.[Na+].Br[C:8]1[CH:9]=[C:10]([NH:15][C:16]2[CH:21]=[C:20]([N:22]([CH3:24])[CH3:23])[N:19]=[C:18]([N:25]3[CH2:30][C@H:29]([CH3:31])[O:28][C@H:27]([CH3:32])[CH2:26]3)[N:17]=2)[CH:11]=[CH:12][C:13]=1[CH3:14].[CH3:33][NH:34][CH2:35][C:36]1[CH:41]=[CH:40][CH:39]=[CH:38][CH:37]=1, predict the reaction product. (3) The product is: [CH2:1]([O:8][C:9]([N:11]([CH2:35][CH2:36][O:37][CH3:38])[C:12]1[CH:13]=[CH:14][C:15]([O:18][C:19]2[CH:20]=[CH:21][C:22]([CH2:25][CH2:26][C:27]([O:29][CH2:30][CH3:31])=[O:28])=[CH:23][CH:24]=2)=[N:16][CH:17]=1)=[O:10])[C:2]1[CH:7]=[CH:6][CH:5]=[CH:4][CH:3]=1. Given the reactants [CH2:1]([O:8][C:9]([NH:11][C:12]1[CH:13]=[CH:14][C:15]([O:18][C:19]2[CH:24]=[CH:23][C:22]([CH2:25][CH2:26][C:27]([O:29][CH2:30][CH3:31])=[O:28])=[CH:21][CH:20]=2)=[N:16][CH:17]=1)=[O:10])[C:2]1[CH:7]=[CH:6][CH:5]=[CH:4][CH:3]=1.[H-].[Na+].Br[CH2:35][CH2:36][O:37][CH3:38].O, predict the reaction product. (4) Given the reactants [Br:1][C:2]1[C:7]([CH3:8])=[CH:6][C:5]([OH:9])=[CH:4][C:3]=1[CH3:10].CC1C=CC(S(O[CH2:22][CH2:23][CH2:24][S:25]([CH3:28])(=[O:27])=[O:26])(=O)=O)=CC=1.C(=O)([O-])[O-].[K+].[K+].CN(C)C=O, predict the reaction product. The product is: [Br:1][C:2]1[C:7]([CH3:8])=[CH:6][C:5]([O:9][CH2:22][CH2:23][CH2:24][S:25]([CH3:28])(=[O:27])=[O:26])=[CH:4][C:3]=1[CH3:10]. (5) Given the reactants [C:1]1([S:7]([CH2:10][C:11]2[C:16]([C:17]([O:19]C(C)(C)C)=[O:18])=[C:15]([O:24][CH2:25][C:26]#[N:27])[C:14]([C:28]3[CH:32]=[CH:31][O:30][CH:29]=3)=[CH:13][CH:12]=2)(=[O:9])=[O:8])[CH:6]=[CH:5][CH:4]=[CH:3][CH:2]=1.FC(F)(F)C(O)=O, predict the reaction product. The product is: [C:1]1([S:7]([CH2:10][C:11]2[C:16]([C:17]([OH:19])=[O:18])=[C:15]([O:24][CH2:25][C:26]#[N:27])[C:14]([C:28]3[CH:32]=[CH:31][O:30][CH:29]=3)=[CH:13][CH:12]=2)(=[O:8])=[O:9])[CH:6]=[CH:5][CH:4]=[CH:3][CH:2]=1. (6) Given the reactants Cl[CH2:2][C:3]1[S:4][C:5]2[C:10]([N:11]=1)=[CH:9][CH:8]=[CH:7][N:6]=2.[NH:12]1[CH2:17][CH2:16][CH:15]([C:18]2[CH:23]=[CH:22][CH:21]=[CH:20][N:19]=2)[CH2:14][CH2:13]1.CC(=O)OCC, predict the reaction product. The product is: [N:19]1[CH:20]=[CH:21][CH:22]=[CH:23][C:18]=1[CH:15]1[CH2:16][CH2:17][N:12]([CH2:2][C:3]2[S:4][C:5]3[C:10]([N:11]=2)=[CH:9][CH:8]=[CH:7][N:6]=3)[CH2:13][CH2:14]1.